Task: Predict the product of the given reaction.. Dataset: Forward reaction prediction with 1.9M reactions from USPTO patents (1976-2016) (1) The product is: [CH3:19][O:20][CH2:21][C:22]1[N:12]([CH:13]2[CH2:18][CH2:17][O:16][CH2:15][CH2:14]2)[C:3]2[CH:4]=[CH:5][C:6]([C:8]([F:10])([F:11])[F:9])=[CH:7][C:2]=2[N:1]=1. Given the reactants [NH2:1][C:2]1[CH:7]=[C:6]([C:8]([F:11])([F:10])[F:9])[CH:5]=[CH:4][C:3]=1[NH:12][CH:13]1[CH2:18][CH2:17][O:16][CH2:15][CH2:14]1.[CH3:19][O:20][CH2:21][C:22](Cl)=O, predict the reaction product. (2) The product is: [ClH:23].[Cl:24][C:19]1[CH:18]=[C:17]([C@H:4]2[C@H:3]([CH2:2][NH:1][C:36](=[O:35])[CH2:37][OH:38])[O:9][CH2:8][CH2:7][NH:6][CH2:5]2)[CH:22]=[CH:21][C:20]=1[Cl:23]. Given the reactants [NH2:1][CH2:2][C@@H:3]1[O:9][CH2:8][CH2:7][N:6](C(OC(C)(C)C)=O)[CH2:5][C@H:4]1[C:17]1[CH:22]=[CH:21][C:20]([Cl:23])=[C:19]([Cl:24])[CH:18]=1.C(N(CC)CC)C.C([O:35][CH2:36][C:37](Cl)=[O:38])(=O)C.O, predict the reaction product. (3) Given the reactants C([O:8][C:9]1[CH:14]=[CH:13][C:12]([N:15]([C:20]2[C:39]([CH:40]3[CH2:42][CH2:41]3)=[CH:38][C:23]3[C:24]([C:34]([NH:36][CH3:37])=[O:35])=[C:25]([C:27]4[CH:32]=[CH:31][C:30]([F:33])=[CH:29][CH:28]=4)[O:26][C:22]=3[CH:21]=2)[S:16]([CH3:19])(=[O:18])=[O:17])=[CH:11][CH:10]=1)C1C=CC=CC=1, predict the reaction product. The product is: [CH:40]1([C:39]2[C:20]([N:15]([C:12]3[CH:11]=[CH:10][C:9]([OH:8])=[CH:14][CH:13]=3)[S:16]([CH3:19])(=[O:18])=[O:17])=[CH:21][C:22]3[O:26][C:25]([C:27]4[CH:32]=[CH:31][C:30]([F:33])=[CH:29][CH:28]=4)=[C:24]([C:34]([NH:36][CH3:37])=[O:35])[C:23]=3[CH:38]=2)[CH2:42][CH2:41]1. (4) Given the reactants [I:1][C:2]1[C:6]([C:7](O)=[O:8])=[CH:5][N:4]([CH:10]2[CH2:15][CH2:14][CH2:13][CH2:12][O:11]2)[N:3]=1.B.C1COCC1, predict the reaction product. The product is: [I:1][C:2]1[C:6]([CH2:7][OH:8])=[CH:5][N:4]([CH:10]2[CH2:15][CH2:14][CH2:13][CH2:12][O:11]2)[N:3]=1. (5) The product is: [F:12][C:13]1[CH:14]=[CH:15][C:16]([O:17][C:18]2[C:32]([CH:33]3[CH2:37][CH2:36][CH2:35][N:34]3[CH2:8][C:9]([NH2:11])=[O:10])=[CH:31][C:21]3[NH:22][C:23]([C:25]4[CH:30]=[CH:29][CH:28]=[CH:27][N:26]=4)=[N:24][C:20]=3[CH:19]=2)=[CH:38][CH:39]=1. Given the reactants C(=O)([O-])[O-].[K+].[K+].I[CH2:8][C:9]([NH2:11])=[O:10].[F:12][C:13]1[CH:39]=[CH:38][C:16]([O:17][C:18]2[C:32]([CH:33]3[CH2:37][CH2:36][CH2:35][NH:34]3)=[CH:31][C:21]3[NH:22][C:23]([C:25]4[CH:30]=[CH:29][CH:28]=[CH:27][N:26]=4)=[N:24][C:20]=3[CH:19]=2)=[CH:15][CH:14]=1, predict the reaction product. (6) Given the reactants C(NC(C)C)(C)C.[Li]CCCC.[Br:13][C:14]1[CH:19]=[C:18]([CH2:20][CH3:21])[CH:17]=[CH:16][C:15]=1[F:22].CN([CH:26]=[O:27])C, predict the reaction product. The product is: [Br:13][C:14]1[C:15]([F:22])=[C:16]([CH:17]=[C:18]([CH2:20][CH3:21])[CH:19]=1)[CH:26]=[O:27]. (7) Given the reactants [CH2:1]([O:3][C:4]([C:6]1[C:7]([C:13]([F:16])([F:15])[F:14])=[N:8][C:9](Cl)=[N:10][CH:11]=1)=[O:5])[CH3:2].[Cl:17][C:18]1[N:19]=[N:20][C:21]([N:26]2[CH2:31][CH2:30][NH:29][C@H:28]([CH3:32])[CH2:27]2)=[C:22]([CH3:25])[C:23]=1[CH3:24], predict the reaction product. The product is: [CH2:1]([O:3][C:4]([C:6]1[C:7]([C:13]([F:16])([F:15])[F:14])=[N:8][C:9]([N:29]2[CH2:30][CH2:31][N:26]([C:21]3[N:20]=[N:19][C:18]([Cl:17])=[C:23]([CH3:24])[C:22]=3[CH3:25])[CH2:27][C@H:28]2[CH3:32])=[N:10][CH:11]=1)=[O:5])[CH3:2].